Dataset: Full USPTO retrosynthesis dataset with 1.9M reactions from patents (1976-2016). Task: Predict the reactants needed to synthesize the given product. (1) Given the product [CH2:16]([C:9]1([CH3:15])[C:8]2[C:12](=[CH:13][C:5]([C:3]([OH:4])=[O:2])=[CH:6][CH:7]=2)[NH:11][C:10]1=[O:14])[C:17]1[CH:22]=[CH:21][CH:20]=[CH:19][CH:18]=1, predict the reactants needed to synthesize it. The reactants are: C[O:2][C:3]([C:5]1[CH:13]=[C:12]2[C:8]([C:9]([CH2:16][C:17]3[CH:22]=[CH:21][CH:20]=[CH:19][CH:18]=3)([CH3:15])[C:10](=[O:14])[NH:11]2)=[CH:7][CH:6]=1)=[O:4].[OH-].[Na+].C(O)C.O. (2) Given the product [F:31][C:28]1[CH:29]=[N:30][C:23]2[N:22]([C:32]3[CH:33]=[C:34]([C:38]4[CH:39]=[CH:40][C:41]([CH2:42][N:51]5[CH2:52][CH2:53][N:48]([C:54]([O:56][C:57]([CH3:60])([CH3:59])[CH3:58])=[O:55])[CH2:49][CH2:50]5)=[CH:62][C:61]=4[OH:64])[CH:35]=[CH:36][CH:37]=3)[C:21](=[O:47])[N:20]([C@H:17]3[CH2:18][CH2:19][C@@H:14]([NH:13][C:11]([C:9]4[N:10]=[C:5]5[CH:4]=[CH:3][C:2]([F:1])=[CH:7][N:6]5[CH:8]=4)=[O:12])[CH2:15][CH2:16]3)[C:25](=[O:26])[C:24]=2[CH:27]=1, predict the reactants needed to synthesize it. The reactants are: [F:1][C:2]1[CH:3]=[CH:4][C:5]2[N:6]([CH:8]=[C:9]([C:11]([NH:13][C@H:14]3[CH2:19][CH2:18][C@@H:17]([N:20]4[C:25](=[O:26])[C:24]5[CH:27]=[C:28]([F:31])[CH:29]=[N:30][C:23]=5[N:22]([C:32]5[CH:33]=[C:34]([C:38]6C=[CH:42][C:41](O)=[CH:40][C:39]=6C=O)[CH:35]=[CH:36][CH:37]=5)[C:21]4=[O:47])[CH2:16][CH2:15]3)=[O:12])[N:10]=2)[CH:7]=1.[N:48]1([C:54]([O:56][C:57]([CH3:60])([CH3:59])[CH3:58])=[O:55])[CH2:53][CH2:52][NH:51][CH2:50][CH2:49]1.[C:61]([OH:64])(=O)[CH3:62].C(O[BH-](OC(=O)C)OC(=O)C)(=O)C.[Na+]. (3) Given the product [CH2:5]([O:12][CH2:13][CH2:14][O:15][CH2:16][CH2:17][O:18][CH2:19][CH2:20][CH2:21][CH2:22][C@H:23]1[C@@H:39]2[C@H:31]([CH2:32][CH2:33][C@@:34]3([CH3:41])[C@H:38]2[CH2:37][CH2:36][C@@H:35]3[O:40][CH2:2][O:3][CH3:4])[C:30]2[CH:29]=[CH:28][C:27]([O:42][CH2:54][O:55][CH3:56])=[CH:26][C:25]=2[CH2:24]1)[C:6]1[CH:7]=[CH:8][CH:9]=[CH:10][CH:11]=1, predict the reactants needed to synthesize it. The reactants are: Cl[CH2:2][O:3][CH3:4].[CH2:5]([O:12][CH2:13][CH2:14][O:15][CH2:16][CH2:17][O:18][CH2:19][CH2:20][CH2:21][CH2:22][C@H:23]1[C@@H:39]2[C@H:31]([CH2:32][CH2:33][C@@:34]3([CH3:41])[C@H:38]2[CH2:37][CH2:36][C@@H:35]3[OH:40])[C:30]2[CH:29]=[CH:28][C:27]([OH:42])=[CH:26][C:25]=2[CH2:24]1)[C:6]1[CH:11]=[CH:10][CH:9]=[CH:8][CH:7]=1.CCN(C(C)C)C(C)C.C1[CH2:56][O:55][CH2:54]C1. (4) The reactants are: Br[CH2:2][CH2:3][N:4]1[CH2:9][C:8]2[CH:10]=[CH:11][CH:12]=[CH:13][C:7]=2[N:6]([C:14]2[CH:19]=[CH:18][CH:17]=[CH:16][C:15]=2[F:20])[S:5]1(=[O:22])=[O:21].[CH:23]1([NH2:26])[CH2:25][CH2:24]1.Cl. Given the product [F:20][C:15]1[CH:16]=[CH:17][CH:18]=[CH:19][C:14]=1[N:6]1[C:7]2[CH:13]=[CH:12][CH:11]=[CH:10][C:8]=2[CH2:9][N:4]([CH2:3][CH2:2][NH:26][CH:23]2[CH2:25][CH2:24]2)[S:5]1(=[O:22])=[O:21], predict the reactants needed to synthesize it. (5) Given the product [O:3]1[C:8]2=[CH:9][CH:10]=[CH:11][C:7]2=[CH:6][C:5]([CH:12]2[CH2:17][CH2:16][CH2:15][CH2:14][N:13]2[CH2:18][CH2:19][C@H:20]2[CH2:21][CH2:22][C@H:23]([NH:26][C:35](=[O:36])[C:34]3[CH:33]=[CH:32][C:31]([S:28]([CH3:27])(=[O:30])=[O:29])=[CH:39][CH:38]=3)[CH2:24][CH2:25]2)=[CH:4]1, predict the reactants needed to synthesize it. The reactants are: Cl.Cl.[O:3]1[C:8]2=[CH:9][CH:10]=[CH:11][C:7]2=[CH:6][C:5]([CH:12]2[CH2:17][CH2:16][CH2:15][CH2:14][N:13]2[CH2:18][CH2:19][C@H:20]2[CH2:25][CH2:24][C@H:23]([NH2:26])[CH2:22][CH2:21]2)=[CH:4]1.[CH3:27][S:28]([C:31]1[CH:39]=[CH:38][C:34]([C:35](O)=[O:36])=[CH:33][CH:32]=1)(=[O:30])=[O:29]. (6) Given the product [Br:1][C:2]1[CH:3]=[CH:4][C:5]([O:8][CH2:9][CH2:10][CH2:11][O:12][CH2:19][C:18]2[CH:21]=[CH:22][CH:23]=[CH:24][C:17]=2[O:16][CH3:15])=[N:6][CH:7]=1, predict the reactants needed to synthesize it. The reactants are: [Br:1][C:2]1[CH:3]=[CH:4][C:5]([O:8][CH2:9][CH2:10][CH2:11][OH:12])=[N:6][CH:7]=1.[H-].[Na+].[CH3:15][O:16][C:17]1[CH:24]=[CH:23][CH:22]=[CH:21][C:18]=1[CH2:19]Cl. (7) Given the product [C:11]([O:10][C@H:9]1[C@@H:5]([O:4][C:1](=[O:3])[CH3:2])[C@H:6]([N:19]2[CH:27]=[N:26][C:25]3[C:20]2=[N:21][C:22]([I:29])=[N:23][C:24]=3[NH:35][CH:30]2[CH2:34][CH2:33][CH2:32][CH2:31]2)[O:7][C@@H:8]1[CH2:14][O:15][C:16](=[O:18])[CH3:17])(=[O:13])[CH3:12], predict the reactants needed to synthesize it. The reactants are: [C:1]([O:4][C@@H:5]1[C@H:9]([O:10][C:11](=[O:13])[CH3:12])[C@@H:8]([CH2:14][O:15][C:16](=[O:18])[CH3:17])[O:7][C@H:6]1[N:19]1[CH:27]=[N:26][C:25]2[C:20]1=[N:21][C:22]([I:29])=[N:23][C:24]=2Cl)(=[O:3])[CH3:2].[CH:30]1([NH2:35])[CH2:34][CH2:33][CH2:32][CH2:31]1.C(N(C(C)C)CC)(C)C. (8) Given the product [ClH:1].[N:2]1([CH2:7][C:8]2[CH:17]=[CH:16][C:11]([C:12]([OH:14])=[O:13])=[CH:10][CH:9]=2)[CH2:6][CH2:5][CH2:4][CH2:3]1, predict the reactants needed to synthesize it. The reactants are: [ClH:1].[N:2]1([CH2:7][C:8]2[CH:17]=[CH:16][C:11]([C:12]([O:14]C)=[O:13])=[CH:10][CH:9]=2)[CH2:6][CH2:5][CH2:4][CH2:3]1. (9) Given the product [Cl:47][C:44]1[CH:45]=[CH:46][C:37]([NH:36][CH2:35][CH:31]2[N:32]([C:24]([C:19]3[N:20]=[C:21]([CH3:23])[S:22][C:18]=3[C:15]3[CH:14]=[CH:13][C:12]([F:11])=[CH:17][CH:16]=3)=[O:26])[CH2:33][CH2:34][C:29]3([CH2:27][CH2:28]3)[CH2:30]2)=[C:38]([CH:43]=1)[C:39]([O:41][CH3:42])=[O:40], predict the reactants needed to synthesize it. The reactants are: OC1C2N=NNC=2C=CC=1.[F:11][C:12]1[CH:17]=[CH:16][C:15]([C:18]2[S:22][C:21]([CH3:23])=[N:20][C:19]=2[C:24]([OH:26])=O)=[CH:14][CH:13]=1.[CH2:27]1[C:29]2([CH2:34][CH2:33][NH:32][CH:31]([CH2:35][NH:36][C:37]3[CH:46]=[CH:45][C:44]([Cl:47])=[CH:43][C:38]=3[C:39]([O:41][CH3:42])=[O:40])[CH2:30]2)[CH2:28]1. (10) Given the product [CH2:16]([C:15]1[N:14]=[C:13]([C:18]2[CH:28]=[CH:27][C:21]([O:22][C:23]([F:26])([F:25])[F:24])=[CH:20][C:19]=2[O:29][CH3:30])[C:12]([O:31][CH3:32])=[N:11][C:10]=1[O:6][CH:3]([CH2:4][CH3:5])[CH2:2][CH3:1])[CH3:17], predict the reactants needed to synthesize it. The reactants are: [CH3:1][CH2:2][CH:3]([OH:6])[CH2:4][CH3:5].[H-].[Na+].Br[C:10]1[N:11]=[C:12]([O:31][CH3:32])[C:13]([C:18]2[CH:28]=[CH:27][C:21]([O:22][C:23]([F:26])([F:25])[F:24])=[CH:20][C:19]=2[O:29][CH3:30])=[N:14][C:15]=1[CH2:16][CH3:17].